Predict the reactants needed to synthesize the given product. From a dataset of Full USPTO retrosynthesis dataset with 1.9M reactions from patents (1976-2016). (1) Given the product [CH2:6]([O:5][C:3](=[O:4])[CH2:2][NH:12][C:11]1[CH:10]=[C:9]([Br:8])[C:15]([CH3:16])=[C:14]([Br:17])[CH:13]=1)[CH3:7], predict the reactants needed to synthesize it. The reactants are: Cl[CH2:2][C:3]([O:5][CH2:6][CH3:7])=[O:4].[Br:8][C:9]1[CH:10]=[C:11]([CH:13]=[C:14]([Br:17])[C:15]=1[CH3:16])[NH2:12].C(=O)([O-])[O-].[Li+].[Li+]. (2) Given the product [C:40]([N:17]1[CH2:18][CH2:19][CH2:20][CH:16]1[C:14]1[N:15]=[C:11]([C:8]([C:3]2[CH:4]=[CH:5][CH:6]=[CH:7][C:2]=2[Cl:1])([CH3:10])[CH3:9])[N:12]([C:21]2[CH:26]=[CH:25][C:24]([C:27]3[CH:32]=[CH:31][CH:30]=[C:29]([S:33]([CH3:36])(=[O:35])=[O:34])[CH:28]=3)=[CH:23][CH:22]=2)[CH:13]=1)(=[O:42])[CH3:41], predict the reactants needed to synthesize it. The reactants are: [Cl:1][C:2]1[CH:7]=[CH:6][CH:5]=[CH:4][C:3]=1[C:8]([C:11]1[N:12]([C:21]2[CH:26]=[CH:25][C:24]([C:27]3[CH:32]=[CH:31][CH:30]=[C:29]([S:33]([CH3:36])(=[O:35])=[O:34])[CH:28]=3)=[CH:23][CH:22]=2)[CH:13]=[C:14]([CH:16]2[CH2:20][CH2:19][CH2:18][NH:17]2)[N:15]=1)([CH3:10])[CH3:9].C(#N)C.[C:40](OC(=O)C)(=[O:42])[CH3:41]. (3) Given the product [CH3:29][C:22]1[N:23]=[CH:24][C:25]2[C:20]([CH:21]=1)=[C:19]([NH:16][C:17]([NH:13][CH2:12][C:11]1[CH:10]=[CH:9][C:8]([N:5]3[CH2:6][CH2:7][CH:2]([CH3:1])[CH2:3][CH2:4]3)=[CH:15][CH:14]=1)=[O:18])[CH:28]=[CH:27][CH:26]=2, predict the reactants needed to synthesize it. The reactants are: [CH3:1][CH:2]1[CH2:7][CH2:6][N:5]([C:8]2[CH:15]=[CH:14][C:11]([CH2:12][NH2:13])=[CH:10][CH:9]=2)[CH2:4][CH2:3]1.[N:16]([C:19]1[CH:28]=[CH:27][CH:26]=[C:25]2[C:20]=1[CH:21]=[C:22]([CH3:29])[N:23]=[CH:24]2)=[C:17]=[O:18].N(C1C=CC=C2C=1C=CN=C2)=C=O. (4) The reactants are: C([Li])CCC.Br[C:7]1[CH:8]=[CH:9][C:10]([F:20])=[C:11]([CH:19]=1)[CH2:12][N:13]1[CH2:18][CH2:17][O:16][CH2:15][CH2:14]1.[N:21]([C:30]([O:32][C:33]([CH3:36])([CH3:35])[CH3:34])=[O:31])=[N:22][C:23]([O:25][C:26]([CH3:29])([CH3:28])[CH3:27])=[O:24]. Given the product [F:20][C:10]1[CH:9]=[CH:8][C:7]([N:21]([C:30]([O:32][C:33]([CH3:36])([CH3:35])[CH3:34])=[O:31])[NH:22][C:23]([O:25][C:26]([CH3:27])([CH3:28])[CH3:29])=[O:24])=[CH:19][C:11]=1[CH2:12][N:13]1[CH2:18][CH2:17][O:16][CH2:15][CH2:14]1, predict the reactants needed to synthesize it. (5) Given the product [F:10][C:6]1[CH:5]=[C:4]([C:11]2[C:12]([C:17]3[CH:22]=[CH:21][CH:20]=[CH:19][CH:18]=3)=[N:13][O:14][C:15]=2[CH3:16])[CH:3]=[C:2]([F:1])[C:7]=1[S:8]([CH3:9])=[O:33], predict the reactants needed to synthesize it. The reactants are: [F:1][C:2]1[CH:3]=[C:4]([C:11]2[C:12]([C:17]3[CH:22]=[CH:21][CH:20]=[CH:19][CH:18]=3)=[N:13][O:14][C:15]=2[CH3:16])[CH:5]=[C:6]([F:10])[C:7]=1[S:8][CH3:9].O.O.O.O.O.O.C(O[O-])(=O)C1C(=CC=CC=1)C([O-])=[O:33].[Mg+2].O. (6) Given the product [Br:20][CH:17]([CH3:18])[C:16]([C:7]1[CH:6]=[C:5]([C:1]([CH3:4])([CH3:3])[CH3:2])[C:10]([OH:11])=[C:9]([C:12]([CH3:15])([CH3:14])[CH3:13])[CH:8]=1)=[O:19], predict the reactants needed to synthesize it. The reactants are: [C:1]([C:5]1[CH:6]=[C:7]([C:16](=[O:19])[CH2:17][CH3:18])[CH:8]=[C:9]([C:12]([CH3:15])([CH3:14])[CH3:13])[C:10]=1[OH:11])([CH3:4])([CH3:3])[CH3:2].[Br:20]Br. (7) Given the product [F:15][C:9]1[CH:10]=[CH:11][C:12]([NH:14][CH:17]=[O:18])=[CH:13][C:8]=1[NH:7][C:6](=[O:16])[O:5][C:1]([CH3:4])([CH3:2])[CH3:3], predict the reactants needed to synthesize it. The reactants are: [C:1]([O:5][C:6](=[O:16])[NH:7][C:8]1[CH:13]=[C:12]([NH2:14])[CH:11]=[CH:10][C:9]=1[F:15])([CH3:4])([CH3:3])[CH3:2].[CH:17](O)=[O:18].C(OC(=O)C)(=O)C.C(=O)([O-])O.[Na+]. (8) The reactants are: [CH3:1][O:2][C:3]1[CH:4]=[C:5]([CH:15]=[CH:16][C:17]=1[N+:18]([O-])=O)[O:6][CH2:7][CH2:8][N:9]1[CH2:14][CH2:13][O:12][CH2:11][CH2:10]1.[H][H]. Given the product [CH3:1][O:2][C:3]1[CH:4]=[C:5]([O:6][CH2:7][CH2:8][N:9]2[CH2:14][CH2:13][O:12][CH2:11][CH2:10]2)[CH:15]=[CH:16][C:17]=1[NH2:18], predict the reactants needed to synthesize it. (9) Given the product [CH3:31][O:32][CH2:33][CH2:34][O:35][CH2:2][C:3]1[CH:28]=[CH:27][C:6]([C:7]([NH:9][C:10]2[S:11][C:12]3[C:18]([N:19]4[CH2:24][CH2:23][O:22][CH2:21][CH2:20]4)=[CH:17][CH:16]=[C:15]([O:25][CH3:26])[C:13]=3[N:14]=2)=[O:8])=[CH:5][CH:4]=1, predict the reactants needed to synthesize it. The reactants are: Cl[CH2:2][C:3]1[CH:28]=[CH:27][C:6]([C:7]([NH:9][C:10]2[S:11][C:12]3[C:18]([N:19]4[CH2:24][CH2:23][O:22][CH2:21][CH2:20]4)=[CH:17][CH:16]=[C:15]([O:25][CH3:26])[C:13]=3[N:14]=2)=[O:8])=[CH:5][CH:4]=1.[H-].[Na+].[CH3:31][O:32][CH2:33][CH2:34][OH:35]. (10) Given the product [OH:14][N:13]=[C:10]([C:4]1[CH:5]=[C:6]([N+:7]([O-:9])=[O:8])[N:2]([CH3:1])[N:3]=1)[NH2:11], predict the reactants needed to synthesize it. The reactants are: [CH3:1][N:2]1[C:6]([N+:7]([O-:9])=[O:8])=[CH:5][C:4]([C:10]#[N:11])=[N:3]1.Cl.[NH2:13][OH:14].C(=O)([O-])[O-].[K+].[K+].